This data is from Reaction yield outcomes from USPTO patents with 853,638 reactions. The task is: Predict the reaction yield, written as a fraction of the theoretical maximum amount of product (1.0 means a 100% yield; for example, 0.34 means a 34% yield). (1) The reactants are [F:1][C:2]1[CH:3]=[C:4]([NH2:8])[CH:5]=[CH:6][CH:7]=1.C(=O)([O-])[O-].[K+].[K+].O.Cl[C:17]([O:19][CH2:20][C:21]1[CH:26]=[CH:25][CH:24]=[CH:23][CH:22]=1)=[O:18]. The catalyst is O1CCCC1.C(OCC)(=O)C. The product is [CH2:20]([O:19][C:17](=[O:18])[NH:8][C:4]1[CH:5]=[CH:6][CH:7]=[C:2]([F:1])[CH:3]=1)[C:21]1[CH:26]=[CH:25][CH:24]=[CH:23][CH:22]=1. The yield is 0.950. (2) The reactants are [F:1][C:2]([F:13])([F:12])[O:3][C:4]1[CH:11]=[CH:10][C:7]([CH:8]=O)=[CH:6][CH:5]=1.[NH2:14][C:15]1[N:16]=[N:17][C:18]([CH3:21])=[CH:19][CH:20]=1.C([O:24][C:25](=O)[C:26]([OH:37])=[CH:27][C:28]([C:30]1[CH:35]=[CH:34][C:33]([CH3:36])=[CH:32][N:31]=1)=[O:29])C. No catalyst specified. The product is [OH:37][C:26]1[C:25](=[O:24])[N:14]([C:15]2[N:16]=[N:17][C:18]([CH3:21])=[CH:19][CH:20]=2)[CH:8]([C:7]2[CH:10]=[CH:11][C:4]([O:3][C:2]([F:13])([F:12])[F:1])=[CH:5][CH:6]=2)[C:27]=1[C:28]([C:30]1[CH:35]=[CH:34][C:33]([CH3:36])=[CH:32][N:31]=1)=[O:29]. The yield is 0.130. (3) The reactants are [OH:1][C:2]1[C:7](=[O:8])[CH:6]=[CH:5][N:4]([CH3:9])[C:3]=1[CH:10](O)[C:11]([F:14])([F:13])[F:12].[CH:16]1([NH2:19])[CH2:18][CH2:17]1. No catalyst specified. The product is [CH:16]1([NH:19][CH:10]([C:3]2[N:4]([CH3:9])[CH:5]=[CH:6][C:7](=[O:8])[C:2]=2[OH:1])[C:11]([F:14])([F:13])[F:12])[CH2:18][CH2:17]1. The yield is 0.400. (4) The reactants are [C:1]([Si:5]([CH3:18])([CH3:17])[O:6][CH:7]1[CH2:16][C:15]2[C:10](=[CH:11][CH:12]=[CH:13][CH:14]=2)[NH:9][CH2:8]1)([CH3:4])([CH3:3])[CH3:2].Br[C:20]1[C:24]2[CH2:25][N:26]([C:29](=[O:31])[CH3:30])[CH2:27][CH2:28][C:23]=2[N:22]([C@H:32]2[CH2:36][CH2:35][O:34][CH2:33]2)[N:21]=1.C1(P(C2CCCCC2)C2C=CC=CC=2C2C(OC(C)C)=CC=CC=2OC(C)C)CCCCC1. The catalyst is O1CCOCC1.Cl[Pd-3](Cl)(=C1N(C2C(C(CC)CC)=CC=CC=2C(CC)CC)C=CN1C1C(C(CC)CC)=CC=CC=1C(CC)CC)C1C(Cl)=CC=CN=1. The product is [Si:5]([O:6][CH:7]1[CH2:16][C:15]2[C:10](=[CH:11][CH:12]=[CH:13][CH:14]=2)[N:9]([C:20]2[C:24]3[CH2:25][N:26]([C:29](=[O:31])[CH3:30])[CH2:27][CH2:28][C:23]=3[N:22]([C@H:32]3[CH2:36][CH2:35][O:34][CH2:33]3)[N:21]=2)[CH2:8]1)([C:1]([CH3:4])([CH3:3])[CH3:2])([CH3:18])[CH3:17]. The yield is 0.410. (5) The catalyst is C(#N)C.C1C=CC([P]([Pd]([P](C2C=CC=CC=2)(C2C=CC=CC=2)C2C=CC=CC=2)([P](C2C=CC=CC=2)(C2C=CC=CC=2)C2C=CC=CC=2)[P](C2C=CC=CC=2)(C2C=CC=CC=2)C2C=CC=CC=2)(C2C=CC=CC=2)C2C=CC=CC=2)=CC=1.[Cu]I. The reactants are Br[C:2]1[CH:3]=[C:4]2[C:8](=[CH:9][CH:10]=1)C(=O)[NH:6][CH2:5]2.[C-:12]#[N:13].[Na+].[CH3:15][CH2:16][CH2:17][CH2:18][CH2:19][CH3:20].CCO[C:24]([CH3:26])=[O:25]. The yield is 0.850. The product is [CH2:12]([N:13]1[CH2:10][C:2]2[C:26](=[CH:9][CH:8]=[C:4]([C:5]#[N:6])[CH:3]=2)[C:24]1=[O:25])[C:17]1[CH:16]=[CH:15][CH:20]=[CH:19][CH:18]=1.